This data is from Reaction yield outcomes from USPTO patents with 853,638 reactions. The task is: Predict the reaction yield, written as a fraction of the theoretical maximum amount of product (1.0 means a 100% yield; for example, 0.34 means a 34% yield). (1) The reactants are B1([O-])OO1.[OH2:5].[OH2:6].O.O.[Na+].[CH2:10]([C:17]1[O:18][C:19]2[CH:52]=[CH:51][CH:50]=[CH:49][C:20]=2[C:21]=1[C:22]1[CH:48]=[CH:47][C:25]([C:26]2[CH:31]=[CH:30][C:29]([CH2:32][S:33][CH2:34][C@H:35]([NH:39][C:40]([O:42][C:43]([CH3:46])([CH3:45])[CH3:44])=[O:41])[C:36]([OH:38])=[O:37])=[CH:28][CH:27]=2)=[CH:24][CH:23]=1)[C:11]1[CH:16]=[CH:15][CH:14]=[CH:13][CH:12]=1. The catalyst is C(O)(=O)C.C(OCC)(=O)C. The product is [CH2:10]([C:17]1[O:18][C:19]2[CH:52]=[CH:51][CH:50]=[CH:49][C:20]=2[C:21]=1[C:22]1[CH:23]=[CH:24][C:25]([C:26]2[CH:31]=[CH:30][C:29]([CH2:32][S:33]([CH2:34][C@H:35]([NH:39][C:40]([O:42][C:43]([CH3:46])([CH3:44])[CH3:45])=[O:41])[C:36]([OH:38])=[O:37])(=[O:6])=[O:5])=[CH:28][CH:27]=2)=[CH:47][CH:48]=1)[C:11]1[CH:12]=[CH:13][CH:14]=[CH:15][CH:16]=1. The yield is 0.920. (2) The reactants are I[C:2]1[CH:7]=[CH:6][N:5]=[C:4]([N:8]2[CH:12]=[CH:11][C:10]([C:13]([NH2:15])=[O:14])=[N:9]2)[CH:3]=1.[C:16]([C@:18]1([OH:25])[CH2:22][CH2:21][N:20]([CH3:23])[C:19]1=[O:24])#[CH:17]. No catalyst specified. The product is [OH:25][C@@:18]1([C:16]#[C:17][C:2]2[CH:7]=[CH:6][N:5]=[C:4]([N:8]3[CH:12]=[CH:11][C:10]([C:13]([NH2:15])=[O:14])=[N:9]3)[CH:3]=2)[CH2:22][CH2:21][N:20]([CH3:23])[C:19]1=[O:24]. The yield is 0.670.